From a dataset of Peptide-MHC class II binding affinity with 134,281 pairs from IEDB. Regression. Given a peptide amino acid sequence and an MHC pseudo amino acid sequence, predict their binding affinity value. This is MHC class II binding data. (1) The peptide sequence is EITGIMKDLDEPGHL. The MHC is DRB1_0901 with pseudo-sequence DRB1_0901. The binding affinity (normalized) is 0.108. (2) The peptide sequence is GSFIIDGKSRKECPF. The MHC is DRB1_0301 with pseudo-sequence DRB1_0301. The binding affinity (normalized) is 0.797.